From a dataset of Reaction yield outcomes from USPTO patents with 853,638 reactions. Predict the reaction yield, written as a fraction of the theoretical maximum amount of product (1.0 means a 100% yield; for example, 0.34 means a 34% yield). (1) The reactants are [CH2:1]([C:5]1[C:6](=[O:28])[N:7]([CH2:20][CH2:21][C:22]2[CH:27]=[CH:26][CH:25]=[CH:24][CH:23]=2)[C:8]([C:12]2[CH:17]=[CH:16][CH:15]=[CH:14][C:13]=2[O:18]C)=[N:9][C:10]=1[CH3:11])[CH2:2][CH2:3][CH3:4].B(Br)(Br)Br. The catalyst is ClCCl. The product is [CH2:1]([C:5]1[C:6](=[O:28])[N:7]([CH2:20][CH2:21][C:22]2[CH:23]=[CH:24][CH:25]=[CH:26][CH:27]=2)[C:8]([C:12]2[CH:17]=[CH:16][CH:15]=[CH:14][C:13]=2[OH:18])=[N:9][C:10]=1[CH3:11])[CH2:2][CH2:3][CH3:4]. The yield is 0.980. (2) The reactants are [F:1][C:2]1[CH:7]=[CH:6][C:5]([N+:8]([O-])=O)=[CH:4][C:3]=1[C:11]1[CH:16]=[CH:15][CH:14]=[CH:13][N:12]=1.[Sn](Cl)Cl.N. The catalyst is C(O)C. The product is [F:1][C:2]1[CH:7]=[CH:6][C:5]([NH2:8])=[CH:4][C:3]=1[C:11]1[CH:16]=[CH:15][CH:14]=[CH:13][N:12]=1. The yield is 0.850.